From a dataset of Reaction yield outcomes from USPTO patents with 853,638 reactions. Predict the reaction yield, written as a fraction of the theoretical maximum amount of product (1.0 means a 100% yield; for example, 0.34 means a 34% yield). (1) The reactants are [OH-].[Na+].[Br:3][C:4]1[CH:5]=[C:6]([C:16]([O:18]CC)=O)[C:7]2[CH:12]=[N:11][N:10]([CH:13]([CH3:15])[CH3:14])[C:8]=2[N:9]=1.[NH2:21][CH2:22][C:23]1[C:24](=[O:31])[NH:25][C:26]([CH3:30])=[CH:27][C:28]=1[CH3:29].C1CN([P+](ON2N=NC3C=CC=CC2=3)(N2CCCC2)N2CCCC2)CC1.F[P-](F)(F)(F)(F)F. The catalyst is CCO.CS(C)=O. The product is [Br:3][C:4]1[CH:5]=[C:6]([C:16]([NH:21][CH2:22][C:23]2[C:24](=[O:31])[NH:25][C:26]([CH3:30])=[CH:27][C:28]=2[CH3:29])=[O:18])[C:7]2[CH:12]=[N:11][N:10]([CH:13]([CH3:14])[CH3:15])[C:8]=2[N:9]=1. The yield is 0.680. (2) The product is [OH:2][C:3]1[C:8]2[NH:9][C:10]([C:12]3[S:13][CH:14]=[CH:15][CH:16]=3)=[N:11][C:7]=2[C:6]([C:17]([NH:20][C@@H:21]([CH2:24][C:25]2[CH:30]=[CH:29][CH:28]=[CH:27][CH:26]=2)[CH2:22][OH:23])=[O:19])=[CH:5][CH:4]=1. No catalyst specified. The reactants are C[O:2][C:3]1[C:8]2[NH:9][C:10]([C:12]3[S:13][CH:14]=[CH:15][CH:16]=3)=[N:11][C:7]=2[C:6]([C:17]([OH:19])=O)=[CH:5][CH:4]=1.[NH2:20][C@@H:21]([CH2:24][C:25]1[CH:30]=[CH:29][CH:28]=[CH:27][CH:26]=1)[CH2:22][OH:23]. The yield is 0.190. (3) The reactants are [O:1]1[CH2:6][CH2:5][N:4]([C:7]23[C:34]4[CH:33]=[CH:32][C:31]([CH:35]([OH:38])CO)=[CH:30][C:29]=4[O:28][CH2:27][CH:8]2[C:9]([C:12]2[O:16][N:15]=[C:14]([C:17]4[CH:22]=[CH:21][CH:20]=[CH:19][CH:18]=4)[C:13]=2[C:23]([F:26])([F:25])[F:24])=[N:10][O:11]3)[CH2:3][CH2:2]1.I([O-])(=O)(=O)=O.[Na+]. The catalyst is C1COCC1.O. The product is [O:1]1[CH2:2][CH2:3][N:4]([C:7]23[C:34]4[CH:33]=[CH:32][C:31]([CH:35]=[O:38])=[CH:30][C:29]=4[O:28][CH2:27][CH:8]2[C:9]([C:12]2[O:16][N:15]=[C:14]([C:17]4[CH:18]=[CH:19][CH:20]=[CH:21][CH:22]=4)[C:13]=2[C:23]([F:25])([F:26])[F:24])=[N:10][O:11]3)[CH2:5][CH2:6]1. The yield is 1.00. (4) The reactants are [OH:1][C:2]([CH3:35])([CH3:34])[CH2:3][C@@:4]1([C:28]2[CH:33]=[CH:32][CH:31]=[CH:30][CH:29]=2)[O:9][C:8](=[O:10])[N:7]([C@H:11]([C:13]2[CH:18]=[CH:17][C:16](B3OC(C)(C)C(C)(C)O3)=[CH:15][CH:14]=2)[CH3:12])[CH2:6][CH2:5]1.Br[C:37]1[CH:38]=[CH:39][C:40](=[O:44])[N:41]([CH3:43])[CH:42]=1. The catalyst is O1CCOCC1.Cl[Pd](Cl)([P](C1C=CC=CC=1)(C1C=CC=CC=1)C1C=CC=CC=1)[P](C1C=CC=CC=1)(C1C=CC=CC=1)C1C=CC=CC=1. The product is [OH:1][C:2]([CH3:34])([CH3:35])[CH2:3][C@@:4]1([C:28]2[CH:33]=[CH:32][CH:31]=[CH:30][CH:29]=2)[O:9][C:8](=[O:10])[N:7]([C@H:11]([C:13]2[CH:14]=[CH:15][C:16]([C:37]3[CH:38]=[CH:39][C:40](=[O:44])[N:41]([CH3:43])[CH:42]=3)=[CH:17][CH:18]=2)[CH3:12])[CH2:6][CH2:5]1. The yield is 0.350. (5) The reactants are C(N(CC)[C:4]([C:6]1[C:15]2[C:10](=[CH:11][CH:12]=[CH:13][CH:14]=2)[CH:9]=[CH:8][CH:7]=1)=[O:5])C.[CH:18]([Li])([CH2:20][CH3:21])[CH3:19]. The catalyst is O1CCCC1. The product is [CH:19]1[C:7]2=[C:6]3[C:15](=[CH:10][CH:9]=[C:8]2[CH:21]=[CH:20][CH:18]=1)[C:4](=[O:5])[C:6]1[C:7](=[CH:8][CH:9]=[C:10]2[CH:11]=[CH:12][CH:13]=[CH:14][C:15]2=1)[C:4]3=[O:5]. The yield is 0.0650. (6) The reactants are [Cl-:1].[NH3+:2][CH2:3][CH2:4][CH2:5][CH2:6][C:7]([C:9]1[CH:10]=[NH+:11][CH:12]=[CH:13][CH:14]=1)=O.[Cl-].[N:16]1[CH:21]=[CH:20][CH:19]=[C:18]([CH:22]=O)[CH:17]=1.Cl. The catalyst is Cl.C(O)C. The product is [ClH:1].[ClH:1].[ClH:1].[N:16]1[CH:21]=[CH:20][CH:19]=[C:18]([C:22]2[C:6](=[CH:7][C:9]3[CH:10]=[N:11][CH:12]=[CH:13][CH:14]=3)[CH2:5][CH2:4][CH2:3][N:2]=2)[CH:17]=1. The yield is 0.180. (7) The reactants are [O:1]=[S:2]1(=[O:26])[CH2:7][CH2:6][CH:5]([C:8]2[CH:13]=[CH:12][C:11]([N:14]3[CH2:18][C@H:17]([CH2:19][NH:20][C:21](=[O:23])[CH3:22])[O:16][C:15]3=[O:24])=[CH:10][C:9]=2[F:25])[CH2:4][CH2:3]1.CC(C)([O-])C.[Li+].Cl[C:34]([O:36][CH2:37][Cl:38])=[O:35]. The catalyst is C(Cl)Cl.CC#N.O. The product is [Cl:38][CH2:37][O:36][C:34](=[O:35])[N:20]([C:21](=[O:23])[CH3:22])[CH2:19][C@@H:17]1[O:16][C:15](=[O:24])[N:14]([C:11]2[CH:12]=[CH:13][C:8]([CH:5]3[CH2:4][CH2:3][S:2](=[O:1])(=[O:26])[CH2:7][CH2:6]3)=[C:9]([F:25])[CH:10]=2)[CH2:18]1. The yield is 0.740.